This data is from NCI-60 drug combinations with 297,098 pairs across 59 cell lines. The task is: Regression. Given two drug SMILES strings and cell line genomic features, predict the synergy score measuring deviation from expected non-interaction effect. (1) Drug 1: C1=CC=C(C=C1)NC(=O)CCCCCCC(=O)NO. Cell line: KM12. Synergy scores: CSS=59.6, Synergy_ZIP=5.21, Synergy_Bliss=3.30, Synergy_Loewe=2.83, Synergy_HSA=7.58. Drug 2: CC1CCCC2(C(O2)CC(NC(=O)CC(C(C(=O)C(C1O)C)(C)C)O)C(=CC3=CSC(=N3)C)C)C. (2) Drug 1: CC1C(C(CC(O1)OC2CC(CC3=C2C(=C4C(=C3O)C(=O)C5=C(C4=O)C(=CC=C5)OC)O)(C(=O)CO)O)N)O.Cl. Drug 2: CCC1(C2=C(COC1=O)C(=O)N3CC4=CC5=C(C=CC(=C5CN(C)C)O)N=C4C3=C2)O.Cl. Cell line: HOP-92. Synergy scores: CSS=11.6, Synergy_ZIP=-4.64, Synergy_Bliss=1.34, Synergy_Loewe=1.70, Synergy_HSA=2.00. (3) Drug 1: CNC(=O)C1=CC=CC=C1SC2=CC3=C(C=C2)C(=NN3)C=CC4=CC=CC=N4. Drug 2: CCC1(CC2CC(C3=C(CCN(C2)C1)C4=CC=CC=C4N3)(C5=C(C=C6C(=C5)C78CCN9C7C(C=CC9)(C(C(C8N6C=O)(C(=O)OC)O)OC(=O)C)CC)OC)C(=O)OC)O.OS(=O)(=O)O. Cell line: OVCAR-4. Synergy scores: CSS=16.4, Synergy_ZIP=-1.21, Synergy_Bliss=4.19, Synergy_Loewe=0.657, Synergy_HSA=3.76. (4) Drug 2: C1=NNC2=C1C(=O)NC=N2. Cell line: IGROV1. Synergy scores: CSS=18.6, Synergy_ZIP=-5.94, Synergy_Bliss=-3.32, Synergy_Loewe=-19.6, Synergy_HSA=0.167. Drug 1: C1=CC=C(C=C1)NC(=O)CCCCCCC(=O)NO.